This data is from Forward reaction prediction with 1.9M reactions from USPTO patents (1976-2016). The task is: Predict the product of the given reaction. (1) Given the reactants [NH2:1][C:2]1[CH:7]=[CH:6][CH:5]=[C:4]([OH:8])[C:3]=1[NH:9][C:10]([NH:12][C:13]1[C:18]([Cl:19])=[CH:17][CH:16]=[CH:15][C:14]=1[Cl:20])=S.CI, predict the reaction product. The product is: [ClH:19].[Cl:20][C:14]1[CH:15]=[CH:16][CH:17]=[C:18]([Cl:19])[C:13]=1[NH:12][C:10]1[NH:1][C:2]2[CH:7]=[CH:6][CH:5]=[C:4]([OH:8])[C:3]=2[N:9]=1. (2) Given the reactants [C:1]([O:5][C:6](=[O:22])[NH:7][CH2:8][CH2:9][N:10]1[CH2:15][CH2:14][CH:13]([CH2:16][CH2:17][CH2:18][C:19](=O)[NH2:20])[CH2:12][CH2:11]1)([CH3:4])([CH3:3])[CH3:2], predict the reaction product. The product is: [C:1]([O:5][C:6](=[O:22])[NH:7][CH2:8][CH2:9][N:10]1[CH2:11][CH2:12][CH:13]([CH2:16][CH2:17][CH2:18][CH2:19][NH2:20])[CH2:14][CH2:15]1)([CH3:4])([CH3:2])[CH3:3]. (3) Given the reactants [NH2:1][C:2]1[C:3]([CH3:29])=[C:4]([C:8]2[C:20]3[C:19]4[C:14](=[CH:15][C:16]([O:21][CH2:22][CH2:23][O:24][CH3:25])=[CH:17][CH:18]=4)[NH:13][C:12]=3[C:11]([C:26]([NH2:28])=[O:27])=[N:10][CH:9]=2)[CH:5]=[CH:6][CH:7]=1.[Cl:30][C:31]1[CH:32]=[CH:33][C:34]([CH:40]=O)=[C:35]([CH:39]=1)[C:36]([OH:38])=[O:37].C(O[BH-](OC(=O)C)OC(=O)C)(=O)C.[Na+].C(O)(=O)C, predict the reaction product. The product is: [C:26]([C:11]1[C:12]2[NH:13][C:14]3[C:19]([C:20]=2[C:8]([C:4]2[C:3]([CH3:29])=[C:2]([NH:1][CH2:40][C:34]4[CH:33]=[CH:32][C:31]([Cl:30])=[CH:39][C:35]=4[C:36]([OH:38])=[O:37])[CH:7]=[CH:6][CH:5]=2)=[CH:9][N:10]=1)=[CH:18][CH:17]=[C:16]([O:21][CH2:22][CH2:23][O:24][CH3:25])[CH:15]=3)(=[O:27])[NH2:28]. (4) The product is: [CH2:1]([NH:5][C@:6]12[CH2:41][CH2:40][C@@H:39]([C:42]([CH3:44])=[CH2:43])[C@@H:7]1[C@@H:8]1[C@@:21]([CH3:24])([CH2:22][CH2:23]2)[C@@:20]2([CH3:25])[C@@H:11]([C@:12]3([CH3:38])[C@@H:17]([CH2:18][CH2:19]2)[C:16]([CH3:26])([CH3:27])[C:15]([C:28]2[CH:29]=[CH:30][C:31]([C:32]([OH:34])=[O:33])=[CH:36][CH:37]=2)=[CH:14][CH2:13]3)[CH2:10][CH2:9]1)[CH:2]([CH3:4])[CH3:3]. Given the reactants [CH2:1]([NH:5][C@:6]12[CH2:41][CH2:40][C@@H:39]([C:42]([CH3:44])=[CH2:43])[C@@H:7]1[C@@H:8]1[C@@:21]([CH3:24])([CH2:22][CH2:23]2)[C@@:20]2([CH3:25])[C@@H:11]([C@:12]3([CH3:38])[C@@H:17]([CH2:18][CH2:19]2)[C:16]([CH3:27])([CH3:26])[C:15]([C:28]2[CH:37]=[CH:36][C:31]([C:32]([O:34]C)=[O:33])=[CH:30][CH:29]=2)=[CH:14][CH2:13]3)[CH2:10][CH2:9]1)[CH:2]([CH3:4])[CH3:3].C(=O)([O-])[O-].[K+].[K+].C(I)C(C)C, predict the reaction product. (5) Given the reactants [Br:1][C:2]1[CH:16]=[C:15]([N+:17]([O-])=O)[CH:14]=[CH:13][C:3]=1[O:4][CH2:5][CH2:6][N:7]1[CH2:12][CH2:11][O:10][CH2:9][CH2:8]1.[H][H], predict the reaction product. The product is: [Br:1][C:2]1[CH:16]=[C:15]([NH2:17])[CH:14]=[CH:13][C:3]=1[O:4][CH2:5][CH2:6][N:7]1[CH2:12][CH2:11][O:10][CH2:9][CH2:8]1. (6) Given the reactants [C:1](=[O:57])([O:5][CH:6]([C@:8]12[O:15][C@:12]([C:16]3[CH:21]=[CH:20][C:19]([Cl:22])=[C:18]([CH2:23][C:24]4[CH:29]=[CH:28][C:27]([O:30][CH2:31][CH3:32])=[CH:26][CH:25]=4)[CH:17]=3)([O:13][CH2:14]1)[C@H:11]([O:33]CC1C=CC=CC=1)[C@@H:10]([O:41]CC1C=CC=CC=1)[C@@H:9]2[O:49]CC1C=CC=CC=1)[CH3:7])[O:2][CH2:3][CH3:4].ClC1C=CC=CC=1Cl, predict the reaction product. The product is: [C:1](=[O:57])([O:2][CH2:3][CH3:4])[O:5][CH:6]([C@:8]12[O:15][C@:12]([C:16]3[CH:21]=[CH:20][C:19]([Cl:22])=[C:18]([CH2:23][C:24]4[CH:29]=[CH:28][C:27]([O:30][CH2:31][CH3:32])=[CH:26][CH:25]=4)[CH:17]=3)([O:13][CH2:14]1)[C@H:11]([OH:33])[C@@H:10]([OH:41])[C@@H:9]2[OH:49])[CH3:7]. (7) The product is: [ClH:17].[CH3:1][N:2]([CH3:16])[C:3]1([C:10]2[CH:15]=[CH:14][CH:13]=[CH:12][CH:11]=2)[CH2:8][CH2:7][CH:6]([NH:9][C:47](=[O:48])[CH2:46][C:40]2[C:39]3[C:43](=[CH:44][CH:45]=[C:37]([O:36][CH3:35])[CH:38]=3)[NH:42][CH:41]=2)[CH2:5][CH2:4]1. Given the reactants [CH3:1][N:2]([CH3:16])[C:3]1([C:10]2[CH:15]=[CH:14][CH:13]=[CH:12][CH:11]=2)[CH2:8][CH2:7][CH:6]([NH2:9])[CH2:5][CH2:4]1.[Cl-:17].COC1N=C(OC)N=C([N+]2(C)CCOCC2)N=1.[CH3:35][O:36][C:37]1[CH:38]=[C:39]2[C:43](=[CH:44][CH:45]=1)[NH:42][CH:41]=[C:40]2[CH2:46][C:47](O)=[O:48], predict the reaction product. (8) Given the reactants [NH2:1][C:2]1[N:7]([CH3:8])[C:6](=[O:9])[NH:5][C:4](=[O:10])[C:3]=1[NH:11][CH2:12][C:13]1[CH:18]=[CH:17][C:16]([Cl:19])=[CH:15][CH:14]=1.CCN(C(C)C)C(C)C.[CH2:29]([O:33][C:34]1[CH:42]=[CH:41][C:40]([CH3:43])=[CH:39][C:35]=1[C:36](Cl)=[O:37])[CH2:30][CH:31]=[CH2:32], predict the reaction product. The product is: [NH2:1][C:2]1[N:7]([CH3:8])[C:6](=[O:9])[NH:5][C:4](=[O:10])[C:3]=1[N:11]([CH2:12][C:13]1[CH:18]=[CH:17][C:16]([Cl:19])=[CH:15][CH:14]=1)[C:36](=[O:37])[C:35]1[CH:39]=[C:40]([CH3:43])[CH:41]=[CH:42][C:34]=1[O:33][CH2:29][CH2:30][CH:31]=[CH2:32]. (9) Given the reactants [F:1][C:2]1[CH:7]=[CH:6][C:5]([F:8])=[CH:4][C:3]=1[C:9]1[N:13]=[C:12]([C@H:14]([N:19]([CH2:30][C@H:31]2[C@@H:35]([F:36])[CH2:34][N:33](C(OCC3C=CC=CC=3)=O)[CH2:32]2)[C:20]([N:22]2[CH2:27][C@@H:26]([CH3:28])[O:25][C@@H:24]([CH3:29])[CH2:23]2)=[O:21])[C:15]([CH3:18])([CH3:17])[CH3:16])[N:11]([CH2:47][C:48]2[CH:53]=[CH:52][CH:51]=[C:50]([F:54])[CH:49]=2)[N:10]=1, predict the reaction product. The product is: [F:1][C:2]1[CH:7]=[CH:6][C:5]([F:8])=[CH:4][C:3]=1[C:9]1[N:13]=[C:12]([C@H:14]([N:19]([CH2:30][C@H:31]2[C@@H:35]([F:36])[CH2:34][NH:33][CH2:32]2)[C:20]([N:22]2[CH2:23][C@@H:24]([CH3:29])[O:25][C@@H:26]([CH3:28])[CH2:27]2)=[O:21])[C:15]([CH3:17])([CH3:16])[CH3:18])[N:11]([CH2:47][C:48]2[CH:53]=[CH:52][CH:51]=[C:50]([F:54])[CH:49]=2)[N:10]=1. (10) The product is: [Cl:1][C:2]1[CH:3]=[C:4]2[C:5](=[CH:14][CH:15]=1)[N:6]=[C:7]([CH:11]([CH3:13])[CH3:12])[N:17]([CH3:16])[C:9]2=[O:8]. Given the reactants [Cl:1][C:2]1[CH:15]=[CH:14][C:5]2[N:6]=[C:7]([CH:11]([CH3:13])[CH3:12])[O:8][C:9](=O)[C:4]=2[CH:3]=1.[CH3:16][NH2:17], predict the reaction product.